From a dataset of Reaction yield outcomes from USPTO patents with 853,638 reactions. Predict the reaction yield, written as a fraction of the theoretical maximum amount of product (1.0 means a 100% yield; for example, 0.34 means a 34% yield). The reactants are [Br:1][C:2]1[CH:7]=[CH:6][CH:5]=[CH:4][C:3]=1[CH2:8][C:9]([O:11][CH3:12])=[O:10].[Li+].C[Si]([N-][Si](C)(C)C)(C)C.N1([C:28](=[O:30])[CH3:29])C=CN=C1.CN(C=O)C. The catalyst is C1COCC1. The product is [Br:1][C:2]1[CH:7]=[CH:6][CH:5]=[CH:4][C:3]=1[CH:8]([C:28](=[O:30])[CH3:29])[C:9]([O:11][CH3:12])=[O:10]. The yield is 0.930.